Task: Predict the reactants needed to synthesize the given product.. Dataset: Retrosynthesis with 50K atom-mapped reactions and 10 reaction types from USPTO (1) The reactants are: CN(C)C.COC(=O)C1=C(C)N(c2cccc(C(F)(F)F)c2)c2nn(Cc3ccc(CBr)cc3)c(=O)n2C1c1ccc(C#N)cc1. Given the product COC(=O)C1=C(C)N(c2cccc(C(F)(F)F)c2)c2nn(Cc3ccc(C[N+](C)(C)C)cc3)c(=O)n2C1c1ccc(C#N)cc1, predict the reactants needed to synthesize it. (2) Given the product O=C(O)c1ccc(NC(=O)c2ccc(Br)nc2)nc1, predict the reactants needed to synthesize it. The reactants are: COC(=O)c1ccc(NC(=O)c2ccc(Br)nc2)nc1. (3) Given the product CN1CC[C@@H](Oc2cncc(C=Cc3ccncc3)c2)C1, predict the reactants needed to synthesize it. The reactants are: C(=Cc1cncc(O[C@@H]2CCNC2)c1)c1ccncc1.CO. (4) Given the product CCN(CC)C(=O)Cc1c(-c2ccc(OCCOS(=O)(=O)c3ccc(C)cc3)cc2)nn2c(C)cc(C)nc12, predict the reactants needed to synthesize it. The reactants are: CCN(CC)C(=O)Cc1c(-c2ccc(O)cc2)nn2c(C)cc(C)nc12.Cc1ccc(S(=O)(=O)OCCO)cc1. (5) Given the product Cn1cc(-c2ccc(F)cc2)c(C(=O)N2CCCCC2Cc2nc3ccccc3s2)n1, predict the reactants needed to synthesize it. The reactants are: Cn1cc(-c2ccc(F)cc2)c(C(=O)O)n1.c1ccc2sc(CC3CCCCN3)nc2c1.